From a dataset of Reaction yield outcomes from USPTO patents with 853,638 reactions. Predict the reaction yield, written as a fraction of the theoretical maximum amount of product (1.0 means a 100% yield; for example, 0.34 means a 34% yield). (1) The reactants are [CH2:1]([C:3]1[N:4]([C:28]2[CH:33]=[CH:32][C:31]([OH:34])=[CH:30][CH:29]=2)[C:5](=[O:27])[C:6]([CH2:12][C:13]2[CH:18]=[CH:17][C:16]([C:19]3[C:20]([C:25]#[N:26])=[CH:21][CH:22]=[CH:23][CH:24]=3)=[CH:15][CH:14]=2)=[C:7]([CH2:9][CH2:10][CH3:11])[N:8]=1)[CH3:2].[CH3:35][C:36]1([CH3:43])[CH2:41][CH:40](O)[CH2:39][CH2:38][O:37]1.C1(P(C2C=CC=CC=2)C2C=CC=CC=2)C=CC=CC=1.[N:64]([C:65]([O:67]C(C)C)=[O:66])=[N:64][C:65]([O:67]C(C)C)=[O:66]. The catalyst is O1CCCC1.O. The product is [CH3:35][C:36]1([CH3:43])[CH2:41][CH:40]([O:34][C:31]2[CH:32]=[CH:33][C:28]([N:4]3[C:5](=[O:27])[C:6]([CH2:12][C:13]4[CH:18]=[CH:17][C:16]([C:19]5[CH:24]=[CH:23][CH:22]=[CH:21][C:20]=5[C:25]5[NH:64][C:65](=[O:66])[O:67][N:26]=5)=[CH:15][CH:14]=4)=[C:7]([CH2:9][CH2:10][CH3:11])[N:8]=[C:3]3[CH2:1][CH3:2])=[CH:29][CH:30]=2)[CH2:39][CH2:38][O:37]1. The yield is 0.410. (2) The reactants are C([N:11]1[CH2:16][CH2:15][NH:14][C@@H:13]([C:17]([OH:19])=O)[CH2:12]1)(OCC1C=CC=CC=1)=O.[Cl:20][C:21]1[CH:26]=[C:25]([N+:27]([O-])=O)[CH:24]=[C:23](F)[C:22]=1[Cl:31].O.CN(C)C=O. The catalyst is C(N(CC)CC)C. The product is [Cl:20][C:21]1[CH:26]=[C:25]2[C:24](=[CH:23][C:22]=1[Cl:31])[N:14]1[CH2:15][CH2:16][NH:11][CH2:12][C@@H:13]1[C:17](=[O:19])[NH:27]2. The yield is 0.942. (3) The reactants are C(=O)([O-])[O-].[K+].[K+].[Br:7][C:8]1[CH:27]=[CH:26][C:11]([NH:12][C:13]2[C:22]3[C:17](=[CH:18][C:19]([OH:25])=[C:20]([O:23][CH3:24])[CH:21]=3)[N:16]=[CH:15][N:14]=2)=[C:10]([F:28])[CH:9]=1.[C:29]([O:33][C:34]([N:36]1[CH2:41][CH2:40][CH:39]([CH2:42]OS(C2C=CC(C)=CC=2)(=O)=O)[CH2:38][CH2:37]1)=[O:35])([CH3:32])([CH3:31])[CH3:30]. The catalyst is O. The yield is 0.790. The product is [Br:7][C:8]1[CH:27]=[CH:26][C:11]([NH:12][C:13]2[C:22]3[C:17](=[CH:18][C:19]([O:25][CH2:42][CH:39]4[CH2:40][CH2:41][N:36]([C:34]([O:33][C:29]([CH3:30])([CH3:32])[CH3:31])=[O:35])[CH2:37][CH2:38]4)=[C:20]([O:23][CH3:24])[CH:21]=3)[N:16]=[CH:15][N:14]=2)=[C:10]([F:28])[CH:9]=1. (4) The reactants are [Br:1][C:2]1[CH:9]=[CH:8][C:5]([CH2:6]Br)=[CH:4][CH:3]=1.[CH3:10][NH:11][CH2:12][CH:13]([OH:20])[C:14]1[CH:19]=[CH:18][CH:17]=[CH:16][CH:15]=1.C(=O)([O-])[O-].[K+].[K+]. The catalyst is C(#N)C. The product is [Br:1][C:2]1[CH:9]=[CH:8][C:5]([CH2:6][N:11]([CH3:10])[CH2:12][CH:13]([C:14]2[CH:19]=[CH:18][CH:17]=[CH:16][CH:15]=2)[OH:20])=[CH:4][CH:3]=1. The yield is 1.00. (5) The reactants are [CH3:1][O:2][C:3]1[CH:4]=[C:5]([CH2:9][C:10]([C:12]2[CH:17]=[CH:16][CH:15]=[CH:14][CH:13]=2)=O)[CH:6]=[CH:7][CH:8]=1.[CH2:18]([O:20][C:21]1[CH:22]=[C:23]([CH:26]=[C:27]([N+:30]([O-:32])=[O:31])[C:28]=1[OH:29])[CH:24]=O)[CH3:19].[NH2:33][C:34]([NH2:36])=[O:35].Cl. The catalyst is C(O)C. The product is [CH2:18]([O:20][C:21]1[CH:22]=[C:23]([CH:24]2[C:9]([C:5]3[CH:6]=[CH:7][CH:8]=[C:3]([O:2][CH3:1])[CH:4]=3)=[C:10]([C:12]3[CH:17]=[CH:16][CH:15]=[CH:14][CH:13]=3)[NH:36][C:34](=[O:35])[NH:33]2)[CH:26]=[C:27]([N+:30]([O-:32])=[O:31])[C:28]=1[OH:29])[CH3:19]. The yield is 0.0250. (6) The reactants are [CH2:1]([O:8][C:9]1[CH:16]=[CH:15][C:12]([CH:13]=O)=[CH:11][CH:10]=1)[C:2]1[CH:7]=[CH:6][CH:5]=[CH:4][CH:3]=1.[N+:17]([C:20]1[CH:21]=[CH:22][C:23]([C:27]2[CH:28]=[N:29][CH:30]=[CH:31][CH:32]=2)=[N:24][C:25]=1[NH2:26])([O-])=O.[O-]S(S([O-])=O)=O.[Na+].[Na+].N. The yield is 0.100. The product is [CH2:1]([O:8][C:9]1[CH:16]=[CH:15][C:12]([C:13]2[NH:26][C:25]3=[N:24][C:23]([C:27]4[CH:28]=[N:29][CH:30]=[CH:31][CH:32]=4)=[CH:22][CH:21]=[C:20]3[N:17]=2)=[CH:11][CH:10]=1)[C:2]1[CH:7]=[CH:6][CH:5]=[CH:4][CH:3]=1. The catalyst is CO.O. (7) The reactants are [NH2:1][C:2]1[N:7]=[CH:6][N:5]=[C:4]2[N:8]([C@H:22]([C:24]3[O:25][C:26]4[C:31]([C:32](=[O:41])[C:33]=3[C:34]3[CH:39]=[CH:38][CH:37]=[C:36]([F:40])[CH:35]=3)=[CH:30][C:29]([F:42])=[CH:28][CH:27]=4)[CH3:23])[N:9]=[C:10]([C:11]3[CH:16]=[CH:15][C:14]([O:17][CH:18]([CH3:20])[CH3:19])=[C:13]([F:21])[CH:12]=3)[C:3]=12.[C:43]1([CH3:53])[CH:48]=[CH:47][C:46]([S:49]([OH:52])(=[O:51])=[O:50])=[CH:45][CH:44]=1. The catalyst is C(O)(C)C. The product is [CH3:53][C:43]1[CH:44]=[CH:45][C:46]([S:49]([OH:52])(=[O:51])=[O:50])=[CH:47][CH:48]=1.[NH2:1][C:2]1[N:7]=[CH:6][N:5]=[C:4]2[N:8]([C@H:22]([C:24]3[O:25][C:26]4[C:31]([C:32](=[O:41])[C:33]=3[C:34]3[CH:39]=[CH:38][CH:37]=[C:36]([F:40])[CH:35]=3)=[CH:30][C:29]([F:42])=[CH:28][CH:27]=4)[CH3:23])[N:9]=[C:10]([C:11]3[CH:16]=[CH:15][C:14]([O:17][CH:18]([CH3:19])[CH3:20])=[C:13]([F:21])[CH:12]=3)[C:3]=12. The yield is 0.950. (8) The reactants are [CH3:1][O:2][C:3]1[CH:4]=[C:5]([NH2:15])[CH:6]=[CH:7][C:8]=1[N:9]1[CH:13]=[C:12]([CH3:14])[N:11]=[CH:10]1.Cl[C:17]1[N:22]=[C:21]([NH:23][CH2:24][CH:25]([CH3:27])[CH3:26])[CH:20]=[C:19]([CH3:28])[N:18]=1. No catalyst specified. The product is [CH2:24]([NH:23][C:21]1[CH:20]=[C:19]([CH3:28])[N:18]=[C:17]([NH:15][C:5]2[CH:6]=[CH:7][C:8]([N:9]3[CH:13]=[C:12]([CH3:14])[N:11]=[CH:10]3)=[C:3]([O:2][CH3:1])[CH:4]=2)[N:22]=1)[CH:25]([CH3:27])[CH3:26]. The yield is 0.890. (9) The reactants are [F:1][C:2]1[CH:7]=[CH:6][C:5]([N:8]2[C:16]3[CH2:15][CH2:14][CH2:13][N:12]([C:17](=[O:29])[CH2:18][N:19]4[C:23]([CH3:24])=[CH:22][C:21]([C:25]([F:28])([F:27])[F:26])=[N:20]4)[C:11]=3[CH:10]=[N:9]2)=[CH:4][CH:3]=1.[Li+].CC([N-]C(C)C)C.Br[CH2:39][C:40]([O:42][CH2:43][CH3:44])=[O:41]. The catalyst is C1COCC1. The product is [F:1][C:2]1[CH:3]=[CH:4][C:5]([N:8]2[C:16]3[CH2:15][CH2:14][CH2:13][N:12]([C:17](=[O:29])[CH:18]([N:19]4[C:23]([CH3:24])=[CH:22][C:21]([C:25]([F:27])([F:26])[F:28])=[N:20]4)[CH2:39][C:40]([O:42][CH2:43][CH3:44])=[O:41])[C:11]=3[CH:10]=[N:9]2)=[CH:6][CH:7]=1. The yield is 0.830.